This data is from Reaction yield outcomes from USPTO patents with 853,638 reactions. The task is: Predict the reaction yield, written as a fraction of the theoretical maximum amount of product (1.0 means a 100% yield; for example, 0.34 means a 34% yield). (1) The reactants are O[CH2:2][C:3]1[CH:8]=[CH:7][C:6]([O:9][C:10](=[O:19])[N:11]([CH3:18])[C:12]2[CH:17]=[CH:16][CH:15]=[CH:14][CH:13]=2)=[CH:5][CH:4]=1.[C:20]1(=[O:26])[NH:24][C:23](=[O:25])[CH2:22][CH2:21]1. No catalyst specified. The product is [O:25]=[C:23]1[CH2:22][CH2:21][C:20](=[O:26])[N:24]1[CH2:2][C:3]1[CH:8]=[CH:7][C:6]([O:9][C:10](=[O:19])[N:11]([CH3:18])[C:12]2[CH:17]=[CH:16][CH:15]=[CH:14][CH:13]=2)=[CH:5][CH:4]=1. The yield is 0.570. (2) The reactants are [BH4-].[Na+].[C:3]([C:11]1[CH:16]=[CH:15][C:14]([C:17]2[CH:24]=[N:23][CH:22]=[C:21]([Cl:25])[C:18]=2[C:19]#[N:20])=[CH:13][CH:12]=1)(=[O:10])[C:4]1[CH:9]=[CH:8][CH:7]=[CH:6][CH:5]=1. The catalyst is ClCCl.CO. The product is [Cl:25][C:21]1[CH:22]=[N:23][CH:24]=[C:17]([C:14]2[CH:13]=[CH:12][C:11]([CH:3]([OH:10])[C:4]3[CH:5]=[CH:6][CH:7]=[CH:8][CH:9]=3)=[CH:16][CH:15]=2)[C:18]=1[C:19]#[N:20]. The yield is 0.690. (3) The reactants are [CH:1]1[CH:6]=[CH:5][C:4]([N:7]([C:14]2[CH:19]=[CH:18][C:17](Br)=[CH:16][CH:15]=2)[C:8]2[CH:13]=[CH:12][CH:11]=[CH:10][CH:9]=2)=[CH:3][CH:2]=1.[NH2:21][C:22]1[C:31]2[C:26](=[CH:27][CH:28]=[CH:29][CH:30]=2)[CH:25]=[CH:24][CH:23]=1.CC(C)([O-])C.[Na+].C1(C)C(C)=CC=CC=1. The catalyst is [CH-]1C(P(C2C=CC=CC=2)C2C=CC=CC=2)=CC=C1.[CH-]1C(P(C2C=CC=CC=2)C2C=CC=CC=2)=CC=C1.[Fe+2].CCCCCC.C1(C)C=CC=CC=1. The product is [C:4]1([N:7]([C:8]2[CH:13]=[CH:12][CH:11]=[CH:10][CH:9]=2)[C:14]2[CH:19]=[CH:18][C:17]([NH:21][C:22]3[C:31]4[C:26](=[CH:27][CH:28]=[CH:29][CH:30]=4)[CH:25]=[CH:24][CH:23]=3)=[CH:16][CH:15]=2)[CH:5]=[CH:6][CH:1]=[CH:2][CH:3]=1. The yield is 0.460.